This data is from Full USPTO retrosynthesis dataset with 1.9M reactions from patents (1976-2016). The task is: Predict the reactants needed to synthesize the given product. Given the product [Cl:14][C:9]1[CH:10]=[CH:11][CH:12]=[C:13]2[C:8]=1[C:7]([C:15]([NH:17][CH2:18][CH:19]1[CH2:24][CH2:23][C:22]([F:26])([F:25])[CH2:21][CH2:20]1)=[O:16])=[CH:6][N:5]2[CH:3]1[CH2:4][N:1]([CH3:29])[CH2:2]1, predict the reactants needed to synthesize it. The reactants are: [NH:1]1[CH2:4][CH:3]([N:5]2[C:13]3[C:8](=[C:9]([Cl:14])[CH:10]=[CH:11][CH:12]=3)[C:7]([C:15]([NH:17][CH2:18][CH:19]3[CH2:24][CH2:23][C:22]([F:26])([F:25])[CH2:21][CH2:20]3)=[O:16])=[CH:6]2)[CH2:2]1.C=O.[C:29](O[BH-](OC(=O)C)OC(=O)C)(=O)C.[Na+].